The task is: Predict the reactants needed to synthesize the given product.. This data is from Full USPTO retrosynthesis dataset with 1.9M reactions from patents (1976-2016). (1) Given the product [C:24]([C:23]1[CH:26]=[CH:27][C:20]([CH:18]([C:11]2[C:12](=[O:14])[CH2:13][CH:8]([C:7]([F:16])([F:17])[F:6])[CH2:9][C:10]=2[OH:15])[NH:39][C:37]([NH:36][C:32]2[CH:33]=[CH:34][CH:35]=[C:30]([C:29]([F:40])([F:41])[F:28])[CH:31]=2)=[O:38])=[CH:21][CH:22]=1)#[N:25], predict the reactants needed to synthesize it. The reactants are: C[Si](Cl)(C)C.[F:6][C:7]([F:17])([F:16])[CH:8]1[CH2:13][C:12](=[O:14])[CH2:11][C:10](=[O:15])[CH2:9]1.[CH:18]([C:20]1[CH:27]=[CH:26][C:23]([C:24]#[N:25])=[CH:22][CH:21]=1)=O.[F:28][C:29]([F:41])([F:40])[C:30]1[CH:31]=[C:32]([NH:36][C:37]([NH2:39])=[O:38])[CH:33]=[CH:34][CH:35]=1. (2) Given the product [NH:9]1[C:10]2[C:6](=[CH:5][CH:4]=[CH:3][C:2]=2[C:17]2[CH:18]=[CH:19][C:14]([C:11](=[O:13])[CH3:12])=[CH:15][CH:16]=2)[CH:7]=[CH:8]1, predict the reactants needed to synthesize it. The reactants are: Br[C:2]1[CH:3]=[CH:4][CH:5]=[C:6]2[C:10]=1[NH:9][CH:8]=[CH:7]2.[C:11]([C:14]1[CH:19]=[CH:18][C:17](B(O)O)=[CH:16][CH:15]=1)(=[O:13])[CH3:12].